From a dataset of Peptide-MHC class II binding affinity with 134,281 pairs from IEDB. Regression. Given a peptide amino acid sequence and an MHC pseudo amino acid sequence, predict their binding affinity value. This is MHC class II binding data. The peptide sequence is EKKYFAATQFQPLAA. The MHC is HLA-DQA10501-DQB10301 with pseudo-sequence HLA-DQA10501-DQB10301. The binding affinity (normalized) is 0.194.